From a dataset of Peptide-MHC class I binding affinity with 185,985 pairs from IEDB/IMGT. Regression. Given a peptide amino acid sequence and an MHC pseudo amino acid sequence, predict their binding affinity value. This is MHC class I binding data. (1) The peptide sequence is LQIRGRERF. The MHC is HLA-B08:01 with pseudo-sequence HLA-B08:01. The binding affinity (normalized) is 0.0847. (2) The peptide sequence is ISSKQYPAGR. The MHC is HLA-A11:01 with pseudo-sequence HLA-A11:01. The binding affinity (normalized) is 0.551.